This data is from Full USPTO retrosynthesis dataset with 1.9M reactions from patents (1976-2016). The task is: Predict the reactants needed to synthesize the given product. (1) The reactants are: [Cl-].[CH2:2]([N+:12]([CH2:15][CH2:16][CH2:17][CH2:18][CH2:19][CH2:20][CH2:21][CH2:22][CH2:23][CH3:24])([CH3:14])[CH3:13])[CH2:3][CH2:4][CH2:5][CH2:6][CH2:7][CH2:8][CH2:9][CH2:10][CH3:11].[Na+].[C:26]([O-:34])(=[O:33])[C:27]1[CH:32]=[CH:31][CH:30]=[CH:29][CH:28]=1. Given the product [C:26]([O-:34])(=[O:33])[C:27]1[CH:32]=[CH:31][CH:30]=[CH:29][CH:28]=1.[CH2:15]([N+:12]([CH2:2][CH2:3][CH2:4][CH2:5][CH2:6][CH2:7][CH2:8][CH2:9][CH2:10][CH3:11])([CH3:14])[CH3:13])[CH2:16][CH2:17][CH2:18][CH2:19][CH2:20][CH2:21][CH2:22][CH2:23][CH3:24], predict the reactants needed to synthesize it. (2) Given the product [C:34]([O:33][C:31](=[O:32])[NH:30][C@H:26]([C:27](=[O:28])[NH:8][C:5]1[CH:6]=[CH:7][C:2]([F:1])=[CH:3][C:4]=1[NH:9][C:10]1[CH:15]=[CH:14][CH:13]=[CH:12][CH:11]=1)[CH2:25][CH2:24][O:23][CH2:16][C:17]1[CH:22]=[CH:21][CH:20]=[CH:19][CH:18]=1)([CH3:37])([CH3:35])[CH3:36], predict the reactants needed to synthesize it. The reactants are: [F:1][C:2]1[CH:3]=[C:4]([NH:9][C:10]2[CH:15]=[CH:14][CH:13]=[CH:12][CH:11]=2)[C:5]([NH2:8])=[CH:6][CH:7]=1.[CH2:16]([O:23][CH2:24][CH2:25][C@H:26]([NH:30][C:31]([O:33][C:34]([CH3:37])([CH3:36])[CH3:35])=[O:32])[C:27](O)=[O:28])[C:17]1[CH:22]=[CH:21][CH:20]=[CH:19][CH:18]=1.C1C=NC2N(O)N=NC=2C=1.CN1CCOCC1.Cl.CN(C)CCCN=C=NCC. (3) Given the product [CH:14]1[C:15]2[C:20](=[CH:19][CH:18]=[CH:17][CH:16]=2)[CH:21]=[CH:22][C:13]=1[C:10]1[CH:11]=[CH:12][C:7]2[O:6][C:47]3[CH:48]=[CH:49][C:44]([B:30]([OH:35])[OH:31])=[CH:45][C:46]=3[C:8]=2[CH:9]=1, predict the reactants needed to synthesize it. The reactants are: BrC1C=CC2[O:6][C:7]3[CH:12]=[CH:11][C:10]([C:13]4[CH:22]=[CH:21][C:20]5[C:15](=[CH:16][CH:17]=[CH:18][CH:19]=5)[CH:14]=4)=[CH:9][C:8]=3C=2C=1.C([Li])CCC.[B:30](OC(C)C)([O:35]C(C)C)[O:31]C(C)C.Cl.[CH3:44][CH2:45][CH2:46][CH2:47][CH2:48][CH3:49]. (4) Given the product [NH2:21][C:19]1[C:18]([C:22]([C:23]2[CH:28]=[CH:27][C:26]([F:29])=[CH:25][C:24]=2[O:30][CH3:31])=[O:32])=[CH:17][N:16]=[C:15]([NH:14][CH:11]2[CH2:10][CH2:9][NH:8][CH2:13][CH2:12]2)[N:20]=1, predict the reactants needed to synthesize it. The reactants are: C(OC([N:8]1[CH2:13][CH2:12][CH:11]([NH:14][C:15]2[N:20]=[C:19]([NH2:21])[C:18]([C:22](=[O:32])[C:23]3[CH:28]=[CH:27][C:26]([F:29])=[CH:25][C:24]=3[O:30][CH3:31])=[CH:17][N:16]=2)[CH2:10][CH2:9]1)=O)(C)(C)C. (5) Given the product [O:19]=[C:1]([O:20][CH2:21][CH2:22][N:23]([CH2:24][CH2:25][O:26][C:27](=[O:45])[CH2:28][CH2:29][CH2:30][CH2:31][CH2:32][CH2:33][CH2:34]/[CH:35]=[CH:36]\[CH2:37][CH2:38][CH2:39][CH2:40][CH2:41][CH2:42][CH2:43][CH3:44])[C:47](=[O:55])[O:48][CH2:49][CH2:50][CH2:51][N:52]([CH3:54])[CH3:53])[CH2:2][CH2:3][CH2:4][CH2:5][CH2:6][CH2:7][CH2:8]/[CH:9]=[CH:10]\[CH2:11][CH2:12][CH2:13][CH2:14][CH2:15][CH2:16][CH2:17][CH3:18], predict the reactants needed to synthesize it. The reactants are: [C:1]([O:20][CH2:21][CH2:22][NH:23][CH2:24][CH2:25][O:26][C:27](=[O:45])[CH2:28][CH2:29][CH2:30][CH2:31][CH2:32][CH2:33][CH2:34]/[CH:35]=[CH:36]\[CH2:37][CH2:38][CH2:39][CH2:40][CH2:41][CH2:42][CH2:43][CH3:44])(=[O:19])[CH2:2][CH2:3][CH2:4][CH2:5][CH2:6][CH2:7][CH2:8]/[CH:9]=[CH:10]\[CH2:11][CH2:12][CH2:13][CH2:14][CH2:15][CH2:16][CH2:17][CH3:18].Cl.[C:47](=O)([O:55]C1C=CC([N+]([O-])=O)=CC=1)[O:48][CH2:49][CH2:50][CH2:51][N:52]([CH3:54])[CH3:53].C(N(CC)CC)C. (6) Given the product [C:32]([OH:39])(=[O:38])[CH2:33][CH2:34][C:35]([OH:37])=[O:36].[Cl:1][C:2]1[C:7]([C:8]2[C:9]([F:21])=[CH:10][C:11]([O:15][CH2:16][CH2:17][CH2:18][NH:19][CH3:20])=[CH:12][C:13]=2[F:14])=[C:6]([NH:22][C@@H:23]([CH3:28])[C:24]([F:26])([F:27])[F:25])[N:5]2[N:29]=[CH:30][N:31]=[C:4]2[N:3]=1, predict the reactants needed to synthesize it. The reactants are: [Cl:1][C:2]1[C:7]([C:8]2[C:13]([F:14])=[CH:12][C:11]([O:15][CH2:16][CH2:17][CH2:18][NH:19][CH3:20])=[CH:10][C:9]=2[F:21])=[C:6]([NH:22][C@@H:23]([CH3:28])[C:24]([F:27])([F:26])[F:25])[N:5]2[N:29]=[CH:30][N:31]=[C:4]2[N:3]=1.[C:32]([OH:39])(=[O:38])[CH2:33][CH2:34][C:35]([OH:37])=[O:36].